This data is from Full USPTO retrosynthesis dataset with 1.9M reactions from patents (1976-2016). The task is: Predict the reactants needed to synthesize the given product. (1) Given the product [CH3:15][O:14][C:10]1[CH:9]=[C:8]([C:6](=[O:7])[C:5]([O:18][CH2:16][CH3:17])=[O:2])[CH:13]=[CH:12][CH:11]=1, predict the reactants needed to synthesize it. The reactants are: [Se](=O)=[O:2].Br[CH2:5][C:6]([C:8]1[CH:13]=[CH:12][CH:11]=[C:10]([O:14][CH3:15])[CH:9]=1)=[O:7].[CH2:16]([OH:18])[CH3:17]. (2) Given the product [NH2:15][C:14]1[CH:13]=[CH:12][C:11]2[N:10]=[CH:9][CH:8]=[CH:7][C:6]=2[C:5]=1[C:3]([OH:4])=[O:2], predict the reactants needed to synthesize it. The reactants are: C[O:2][C:3]([C:5]1[C:6]2[CH:7]=[CH:8][CH:9]=[N:10][C:11]=2[CH:12]=[CH:13][C:14]=1[NH2:15])=[O:4].[OH-].[Na+]. (3) Given the product [NH2:1][C:2]1[C:11]2[CH:10]=[CH:9][CH:8]=[C:7]([C:25]3[C:26]([CH3:28])=[N:27][C:22]([F:21])=[CH:23][CH:24]=3)[C:6]=2[N:5]=[C:4]2[CH2:13][N:14]([CH:17]3[CH2:20][CH2:19][CH2:18]3)[C:15](=[O:16])[C:3]=12, predict the reactants needed to synthesize it. The reactants are: [NH2:1][C:2]1[C:11]2[CH:10]=[CH:9][CH:8]=[C:7](Br)[C:6]=2[N:5]=[C:4]2[CH2:13][N:14]([CH:17]3[CH2:20][CH2:19][CH2:18]3)[C:15](=[O:16])[C:3]=12.[F:21][C:22]1[N:27]=[C:26]([CH3:28])[C:25](B(O)O)=[CH:24][CH:23]=1. (4) Given the product [CH:21]([C:2]1[CH:7]=[C:6]([C:8]([F:11])([F:10])[F:9])[CH:5]=[C:4]([CH3:12])[CH:3]=1)=[CH2:22], predict the reactants needed to synthesize it. The reactants are: Br[C:2]1[CH:7]=[C:6]([C:8]([F:11])([F:10])[F:9])[CH:5]=[C:4]([CH3:12])[CH:3]=1.P([O-])([O-])([O-])=O.[K+].[K+].[K+].[CH:21](B1OC(C)(C)C(C)(C)O1)=[CH2:22]. (5) The reactants are: [N:1]1([CH2:8][C:9]2[CH:10]=[C:11]([C:15]3[CH:19]=[C:18]([CH2:20][CH:21]([CH3:23])[CH3:22])[S:17][C:16]=3[S:24]([NH:27]C(C)(C)C)(=[O:26])=[O:25])[CH:12]=[CH:13][CH:14]=2)[C:5](=[O:6])[CH2:4][CH2:3][C:2]1=[O:7].B(Cl)(Cl)Cl.N1(C2C=CC=CN=2)CCCC1.Cl[C:48]([O:50][CH2:51][CH2:52][CH2:53][CH3:54])=[O:49].C(O)(=O)CC(CC(O)=O)(C(O)=O)O. Given the product [CH2:51]([O:50][C:48]([NH:27][S:24]([C:16]1[S:17][C:18]([CH2:20][CH:21]([CH3:23])[CH3:22])=[CH:19][C:15]=1[C:11]1[CH:12]=[CH:13][CH:14]=[C:9]([CH2:8][N:1]2[C:5](=[O:6])[CH2:4][CH2:3][C:2]2=[O:7])[CH:10]=1)(=[O:25])=[O:26])=[O:49])[CH2:52][CH2:53][CH3:54], predict the reactants needed to synthesize it.